This data is from Full USPTO retrosynthesis dataset with 1.9M reactions from patents (1976-2016). The task is: Predict the reactants needed to synthesize the given product. (1) The reactants are: C(O[BH-](OC(=O)C)OC(=O)C)(=O)C.[Na+].[NH:15]1[C:24]2[C:19](=[CH:20][CH:21]=[CH:22][C:23]=2[OH:25])[CH2:18][CH2:17][CH2:16]1.[CH3:26][CH:27]([CH3:30])[CH:28]=O.ClC(Cl)C. Given the product [CH2:26]([N:15]1[C:24]2[C:19](=[CH:20][CH:21]=[CH:22][C:23]=2[OH:25])[CH2:18][CH2:17][CH2:16]1)[CH:27]([CH3:30])[CH3:28], predict the reactants needed to synthesize it. (2) Given the product [CH3:14][O:13][C:11]([C:5]1[N:4]=[C:3]([CH3:15])[N:2]([CH3:1])[C:6]=1[C:7]([OH:9])=[O:8])=[O:12], predict the reactants needed to synthesize it. The reactants are: [CH3:1][N:2]1[C:6]([C:7]([O:9]C)=[O:8])=[C:5]([C:11]([O:13][CH3:14])=[O:12])[N:4]=[C:3]1[CH3:15].[Li+].[OH-]. (3) Given the product [N+:40]([C:39]1[C:34]([NH:23][CH2:22][C:16]2([C:13]3[CH:14]=[CH:15][C:10]([O:9][CH2:8][CH2:7][CH2:6][N:1]4[CH2:5][CH2:4][CH2:3][CH2:2]4)=[CH:11][CH:12]=3)[CH2:17][CH2:18][O:19][CH2:20][CH2:21]2)=[N:35][CH:36]=[CH:37][CH:38]=1)([O-:42])=[O:41], predict the reactants needed to synthesize it. The reactants are: [N:1]1([CH2:6][CH2:7][CH2:8][O:9][C:10]2[CH:15]=[CH:14][C:13]([C:16]3([CH2:22][NH2:23])[CH2:21][CH2:20][O:19][CH2:18][CH2:17]3)=[CH:12][CH:11]=2)[CH2:5][CH2:4][CH2:3][CH2:2]1.CCN(C(C)C)C(C)C.Cl[C:34]1[C:39]([N+:40]([O-:42])=[O:41])=[CH:38][CH:37]=[CH:36][N:35]=1. (4) Given the product [Br:21][C:22]1[CH:27]=[CH:26][CH:25]=[CH:24][C:23]=1[NH:28][C:29]([NH:19][C:14]1[CH:15]=[CH:16][C:17]([Cl:18])=[C:12]([S:9]([NH:8][CH:5]([CH3:7])[CH3:6])(=[O:11])=[O:10])[C:13]=1[OH:20])=[O:30], predict the reactants needed to synthesize it. The reactants are: NC(N)=O.[CH:5]([NH:8][S:9]([C:12]1[C:17]([Cl:18])=[CH:16][CH:15]=[C:14]([NH2:19])[C:13]=1[OH:20])(=[O:11])=[O:10])([CH3:7])[CH3:6].[Br:21][C:22]1[CH:27]=[CH:26][CH:25]=[CH:24][C:23]=1[N:28]=[C:29]=[O:30]. (5) Given the product [Cl:24][C:25]1[CH:30]=[C:29]([CH:28]=[C:27]([C:34]2[CH:39]=[N:38][CH:37]=[CH:36][N:35]=2)[CH:26]=1)[NH2:31], predict the reactants needed to synthesize it. The reactants are: COC1C=C(C=C(C(C2C=CC=C(OC(F)(F)F)C=2)(C)C)C=1)N.[Cl:24][C:25]1[CH:26]=[C:27]([C:34]2[CH:39]=[N:38][CH:37]=[CH:36][N:35]=2)[CH:28]=[C:29]([N+:31]([O-])=O)[CH:30]=1. (6) Given the product [CH:1]1([CH2:7][CH2:8][C:9]([N:20]([O:21][CH3:22])[CH3:19])=[O:10])[CH2:6][CH2:5][CH2:4][CH2:3][CH2:2]1, predict the reactants needed to synthesize it. The reactants are: [CH:1]1([CH2:7][CH2:8][C:9](Cl)=[O:10])[CH2:6][CH2:5][CH2:4][CH2:3][CH2:2]1.N1C=CC=CC=1.Cl.[CH3:19][NH:20][O:21][CH3:22]. (7) Given the product [Cl:39][C:7]1[C:16]2[CH2:15][N:14]([CH3:17])[CH2:13][CH2:12][C:11]=2[N:10]=[C:9]2[CH:18]=[CH:19][C:20]([C:22]#[N:23])=[CH:21][C:8]=12, predict the reactants needed to synthesize it. The reactants are: ClC1C=C(C=CC=1OC)CN[C:7]1[C:16]2[CH2:15][N:14]([CH3:17])[CH2:13][CH2:12][C:11]=2[N:10]=[C:9]2[CH:18]=[CH:19][C:20]([C:22]#[N:23])=[CH:21][C:8]=12.CN1CCC(=O)CC1.O=P(Cl)(Cl)[Cl:39]. (8) Given the product [OH:1][C@@:2]1([C:9]#[C:10][C:11]2[CH:12]=[C:13]([C:17]3[N:22]=[C:21]([C:23]([NH2:32])=[O:24])[CH:20]=[C:19]([N:26]4[CH:30]=[CH:29][N:28]=[CH:27]4)[N:18]=3)[CH:14]=[CH:15][CH:16]=2)[CH2:6][CH2:5][N:4]([CH3:7])[C:3]1=[O:8], predict the reactants needed to synthesize it. The reactants are: [OH:1][C@@:2]1([C:9]#[C:10][C:11]2[CH:12]=[C:13]([C:17]3[N:22]=[C:21]([C:23](O)=[O:24])[CH:20]=[C:19]([N:26]4[CH:30]=[CH:29][N:28]=[CH:27]4)[N:18]=3)[CH:14]=[CH:15][CH:16]=2)[CH2:6][CH2:5][N:4]([CH3:7])[C:3]1=[O:8].[Cl-].[NH4+:32]. (9) Given the product [CH3:33][O:34][C:2]1[CH:3]=[C:4]([C:28]2[CH:32]=[CH:31][NH:30][N:29]=2)[C:5]2[N:6]([C:8]([C:22]3[CH:27]=[CH:26][CH:25]=[CH:24][CH:23]=3)=[C:9]([C:11]3[CH:16]=[CH:15][C:14]([C:17]4([NH2:21])[CH2:20][CH2:19][CH2:18]4)=[CH:13][CH:12]=3)[N:10]=2)[N:7]=1, predict the reactants needed to synthesize it. The reactants are: Cl[C:2]1[CH:3]=[C:4]([C:28]2[CH:32]=[CH:31][NH:30][N:29]=2)[C:5]2[N:6]([C:8]([C:22]3[CH:27]=[CH:26][CH:25]=[CH:24][CH:23]=3)=[C:9]([C:11]3[CH:16]=[CH:15][C:14]([C:17]4([NH2:21])[CH2:20][CH2:19][CH2:18]4)=[CH:13][CH:12]=3)[N:10]=2)[N:7]=1.[CH3:33][O-:34].[Na+].O. (10) Given the product [CH:10]([C:5]1[CH:6]=[C:7]([CH2:8][NH2:9])[C:2]([CH3:1])=[N:3][C:4]=1[CH3:13])([CH3:12])[CH3:11], predict the reactants needed to synthesize it. The reactants are: [CH3:1][C:2]1[C:7]([CH2:8][NH2:9])=[CH:6][C:5]([C:10]([CH3:12])=[CH2:11])=[C:4]([CH3:13])[N:3]=1.[BH4-].[Na+].Cl.